Task: Binary Classification. Given a drug SMILES string, predict its activity (active/inactive) in a high-throughput screening assay against a specified biological target.. Dataset: Serine/threonine kinase 33 screen with 319,792 compounds (1) The compound is s\1c2c(n(c1=C/C(=O)COC)C)cccc2. The result is 0 (inactive). (2) The molecule is s1c(CN(C(=O)COc2c3OC(Cc3ccc2)(C)C)C)ccc1. The result is 0 (inactive). (3) The drug is OC(=O)C(CC(=O)c1ccc(OC)cc1)CC(=O)c1ccc(OC)cc1. The result is 0 (inactive). (4) The drug is s1c(nn2c1nc(COC(=O)c1cc(OC)c(OC)c(OC)c1)cc2=O)CCOC. The result is 0 (inactive). (5) The drug is Brc1sc(S(=O)(=O)NCC(=O)NCc2ccccc2)cc1. The result is 0 (inactive).